From a dataset of Reaction yield outcomes from USPTO patents with 853,638 reactions. Predict the reaction yield, written as a fraction of the theoretical maximum amount of product (1.0 means a 100% yield; for example, 0.34 means a 34% yield). (1) The reactants are [NH:1]1[CH2:4][CH:3]([O:5][C:6]2[CH:11]=[CH:10][C:9]([N:12]3[CH2:17][CH2:16][C:15]4[N:18]=[C:19]([C:21]5[CH:26]=[CH:25][C:24]([Cl:27])=[CH:23][CH:22]=5)[S:20][C:14]=4[C:13]3=[O:28])=[CH:8][C:7]=2[O:29][CH3:30])[CH2:2]1.[F:31][C:32]([F:38])([F:37])[CH2:33][C:34](Cl)=[O:35]. The product is [Cl:27][C:24]1[CH:23]=[CH:22][C:21]([C:19]2[S:20][C:14]3[C:13](=[O:28])[N:12]([C:9]4[CH:10]=[CH:11][C:6]([O:5][CH:3]5[CH2:4][N:1]([C:34](=[O:35])[CH2:33][C:32]([F:38])([F:37])[F:31])[CH2:2]5)=[C:7]([O:29][CH3:30])[CH:8]=4)[CH2:17][CH2:16][C:15]=3[N:18]=2)=[CH:26][CH:25]=1. The catalyst is N1C=CC=CC=1. The yield is 0.700. (2) The reactants are [N:1]([CH2:4][CH2:5][NH2:6])=[N+:2]=[N-:3].C(N(CC)CC)C.[C:14](Cl)(=[O:28])[CH2:15][CH2:16][CH2:17][CH2:18][CH2:19][CH2:20][CH2:21][CH2:22][CH2:23][CH2:24][CH2:25][CH2:26][CH3:27]. The catalyst is C(Cl)Cl. The product is [N:1]([CH2:4][CH2:5][NH:6][C:14](=[O:28])[CH2:15][CH2:16][CH2:17][CH2:18][CH2:19][CH2:20][CH2:21][CH2:22][CH2:23][CH2:24][CH2:25][CH2:26][CH3:27])=[N+:2]=[N-:3]. The yield is 0.790. (3) The reactants are [F:1][C:2]1[CH:3]=[C:4]([C:11](=[O:13])[CH3:12])[CH:5]=[C:6]([F:10])[C:7]=1[O:8]C.Br. The catalyst is O. The product is [F:1][C:2]1[CH:3]=[C:4]([C:11](=[O:13])[CH3:12])[CH:5]=[C:6]([F:10])[C:7]=1[OH:8]. The yield is 0.910. (4) The reactants are [F:1][C:2]1[CH:3]=[C:4]([NH:8][C:9](=[O:11])[CH3:10])[CH:5]=[CH:6][CH:7]=1.[Cl:12][S:13](O)(=[O:15])=[O:14]. No catalyst specified. The product is [C:9]([NH:8][C:4]1[CH:5]=[CH:6][C:7]([S:13]([Cl:12])(=[O:15])=[O:14])=[C:2]([F:1])[CH:3]=1)(=[O:11])[CH3:10]. The yield is 0.470.